This data is from Reaction yield outcomes from USPTO patents with 853,638 reactions. The task is: Predict the reaction yield, written as a fraction of the theoretical maximum amount of product (1.0 means a 100% yield; for example, 0.34 means a 34% yield). (1) The reactants are [CH3:1][C:2]1[CH:3]=[C:4]([CH:12]=[CH:13][CH:14]=1)[C:5]([NH:7][CH2:8]C(O)=O)=[O:6].[C:15]([O-:18])(=[O:17])[CH3:16].[C:15]([O-:18])(=[O:17])[CH3:16].[C:15]([O-:18])(=[O:17])[CH3:16].[C:15]([O-:18])(=[O:17])[CH3:16].[Pb+4]. The catalyst is C1(C)C=CC=CC=1.O.C([O-])(=O)C.[Cu+2].C([O-])(=O)C. The product is [C:15]([O:18][CH2:8][NH:7][C:5](=[O:6])[C:4]1[CH:12]=[CH:13][CH:14]=[C:2]([CH3:1])[CH:3]=1)(=[O:17])[CH3:16]. The yield is 0.740. (2) The reactants are [CH2:1]([O:5][C:6]1[CH:7]=[C:8]([CH:12]([C:21]([O:23][C:24]([CH3:27])([CH3:26])[CH3:25])=[O:22])[CH2:13][NH:14][CH2:15][C:16]([N:18]([CH3:20])[CH3:19])=O)[CH:9]=[CH:10][CH:11]=1)[CH2:2][CH2:3][CH3:4].COC1C=CC(P2(SP(C3C=CC(OC)=CC=3)(=S)S2)=[S:37])=CC=1. The catalyst is C1(C)C=CC=CC=1. The product is [CH2:1]([O:5][C:6]1[CH:7]=[C:8]([CH:12]([C:21]([O:23][C:24]([CH3:27])([CH3:26])[CH3:25])=[O:22])[CH2:13][NH:14][CH2:15][C:16]([N:18]([CH3:20])[CH3:19])=[S:37])[CH:9]=[CH:10][CH:11]=1)[CH2:2][CH2:3][CH3:4]. The yield is 0.280. (3) The reactants are [F:1][C:2]1[CH:7]=[CH:6][C:5]([CH2:8][CH2:9][CH2:10][NH2:11])=[CH:4][CH:3]=1.C[O:13][C:14](=O)[C:15]1[CH:20]=[CH:19][CH:18]=[CH:17][C:16]=1[CH2:21]Br.C([O-])([O-])=O.[K+].[K+].C(OCC)(=O)C. The catalyst is C1(C)C=CC=CC=1. The product is [F:1][C:2]1[CH:3]=[CH:4][C:5]([CH2:8][CH2:9][CH2:10][N:11]2[CH2:21][C:16]3[C:15](=[CH:20][CH:19]=[CH:18][CH:17]=3)[C:14]2=[O:13])=[CH:6][CH:7]=1. The yield is 0.800. (4) The reactants are [CH:1]1([C:4]2[C:5]([N:23]3[CH2:28][CH2:27][N:26]([C:29]([O:31][C:32]([CH3:35])([CH3:34])[CH3:33])=[O:30])[CH2:25][CH2:24]3)=[C:6]3[C:12](I)=[N:11][N:10]([CH2:14][C:15]4[CH:20]=[CH:19][C:18]([O:21][CH3:22])=[CH:17][CH:16]=4)[C:7]3=[N:8][CH:9]=2)[CH2:3][CH2:2]1.C(N(CC)CC)C.CN(C=O)C.[CH:48]([C:50]1[CH:51]=[N:52][CH:53]=[CH:54][CH:55]=1)=[CH2:49]. The catalyst is CCOC(C)=O.C1C=CC(/C=C/C(/C=C/C2C=CC=CC=2)=O)=CC=1.C1C=CC(/C=C/C(/C=C/C2C=CC=CC=2)=O)=CC=1.C1C=CC(/C=C/C(/C=C/C2C=CC=CC=2)=O)=CC=1.[Pd].[Pd].C1(C)C=CC=CC=1P(C1C=CC=CC=1C)C1C=CC=CC=1C. The product is [CH:1]1([C:4]2[C:5]([N:23]3[CH2:28][CH2:27][N:26]([C:29]([O:31][C:32]([CH3:35])([CH3:34])[CH3:33])=[O:30])[CH2:25][CH2:24]3)=[C:6]3[C:12](/[CH:49]=[CH:48]/[C:50]4[CH:51]=[N:52][CH:53]=[CH:54][CH:55]=4)=[N:11][N:10]([CH2:14][C:15]4[CH:20]=[CH:19][C:18]([O:21][CH3:22])=[CH:17][CH:16]=4)[C:7]3=[N:8][CH:9]=2)[CH2:3][CH2:2]1. The yield is 0.810. (5) The reactants are [Li+].[B-](CC)(CC)CC.[CH3:9][O:10][C:11]1[C:12]([O:71][CH2:72][CH2:73][CH2:74][O:75][C:76]2[C:112]([O:113][CH3:114])=[CH:111][C:79]3[C:80](=[O:110])[N:81]4[CH:96]=[C:95]([C:97]5[CH:102]=[CH:101][C:100]([N:103]6[CH2:108][CH2:107][N:106]([CH3:109])[CH2:105][CH2:104]6)=[CH:99][CH:98]=5)[CH2:94][C@H:82]4[C:83](=O)[N:84](COCC[Si](C)(C)C)[C:78]=3[CH:77]=2)=[CH:13][C:14]2[N:20](COCC[Si](C)(C)C)[C:19](=O)[C@@H:18]3[CH2:30][C:31]([C:33]4[CH:38]=[CH:37][C:36]([NH:39][C:40](=[O:68])[C@@H:41]([NH:43][C:44](=[O:67])[C@@H:45]([NH:49][C:50](=[O:66])[O:51][CH2:52][CH:53]5[C:65]6[CH:64]=[CH:63][CH:62]=[CH:61][C:60]=6[C:59]6[C:54]5=[CH:55][CH:56]=[CH:57][CH:58]=6)[CH:46]([CH3:48])[CH3:47])[CH3:42])=[CH:35][CH:34]=4)=[CH:32][N:17]3[C:16](=[O:69])[C:15]=2[CH:70]=1. The catalyst is C1COCC1. The product is [CH3:9][O:10][C:11]1[C:12]([O:71][CH2:72][CH2:73][CH2:74][O:75][C:76]2[C:112]([O:113][CH3:114])=[CH:111][C:79]3[C:80](=[O:110])[N:81]4[CH:96]=[C:95]([C:97]5[CH:98]=[CH:99][C:100]([N:103]6[CH2:108][CH2:107][N:106]([CH3:109])[CH2:105][CH2:104]6)=[CH:101][CH:102]=5)[CH2:94][C@H:82]4[CH:83]=[N:84][C:78]=3[CH:77]=2)=[CH:13][C:14]2[N:20]=[CH:19][C@@H:18]3[CH2:30][C:31]([C:33]4[CH:34]=[CH:35][C:36]([NH:39][C:40](=[O:68])[C@@H:41]([NH:43][C:44](=[O:67])[C@@H:45]([NH:49][C:50](=[O:66])[O:51][CH2:52][CH:53]5[C:54]6[CH:55]=[CH:56][CH:57]=[CH:58][C:59]=6[C:60]6[C:65]5=[CH:64][CH:63]=[CH:62][CH:61]=6)[CH:46]([CH3:47])[CH3:48])[CH3:42])=[CH:37][CH:38]=4)=[CH:32][N:17]3[C:16](=[O:69])[C:15]=2[CH:70]=1. The yield is 0.630. (6) The reactants are C(=O)([O-])[O-].[Cs+].[Cs+].[C:7]1([C:13]2[CH:18]=[CH:17][N:16]=[C:15]([OH:19])[CH:14]=2)[CH:12]=[CH:11][CH:10]=[CH:9][CH:8]=1.Br[CH2:21][CH2:22][C:23]([CH2:33][CH3:34])([S:29]([CH3:32])(=[O:31])=[O:30])[C:24]([O:26][CH2:27][CH3:28])=[O:25]. The catalyst is O1CCCC1.C(OCC)(=O)C. The product is [CH2:22]([C:23]([S:29]([CH3:32])(=[O:30])=[O:31])([CH2:33][CH2:34][N:16]1[CH:17]=[CH:18][C:13]([C:7]2[CH:8]=[CH:9][CH:10]=[CH:11][CH:12]=2)=[CH:14][C:15]1=[O:19])[C:24]([O:26][CH2:27][CH3:28])=[O:25])[CH3:21]. The yield is 0.200. (7) The reactants are [CH3:1][N:2]1[CH2:7][CH2:6][CH:5]([O:8][C:9]2[CH:15]=[CH:14][C:12]([NH2:13])=[CH:11][C:10]=2[C:16]([F:19])([F:18])[F:17])[CH2:4][CH2:3]1.N1C=CC=CC=1.Cl[C:27](OC1C=CC=CC=1)=[O:28].[Cl:36][C:37]1[CH:43]=[C:42]([O:44][C:45]2[C:46]3[N:53]([CH3:54])[CH:52]=[CH:51][C:47]=3[N:48]=[CH:49][N:50]=2)[CH:41]=[CH:40][C:38]=1[NH2:39]. The catalyst is CN1CCCC1=O. The product is [Cl:36][C:37]1[CH:43]=[C:42]([O:44][C:45]2[C:46]3[N:53]([CH3:54])[CH:52]=[CH:51][C:47]=3[N:48]=[CH:49][N:50]=2)[CH:41]=[CH:40][C:38]=1[NH:39][C:27]([NH:13][C:12]1[CH:14]=[CH:15][C:9]([O:8][CH:5]2[CH2:6][CH2:7][N:2]([CH3:1])[CH2:3][CH2:4]2)=[C:10]([C:16]([F:17])([F:18])[F:19])[CH:11]=1)=[O:28]. The yield is 0.110. (8) The reactants are [Br:1][C:2]1[CH:9]=[CH:8][C:5]([CH:6]=O)=[C:4]([O:10][CH3:11])[CH:3]=1.[N:12]1([C:18]([O:20][C:21]([CH3:24])([CH3:23])[CH3:22])=[O:19])[CH2:17][CH2:16][NH:15][CH2:14][CH2:13]1.ClCCl.C(O[BH-](OC(=O)C)OC(=O)C)(=O)C.[Na+]. The catalyst is O. The product is [Br:1][C:2]1[CH:9]=[CH:8][C:5]([CH2:6][N:15]2[CH2:14][CH2:13][N:12]([C:18]([O:20][C:21]([CH3:24])([CH3:23])[CH3:22])=[O:19])[CH2:17][CH2:16]2)=[C:4]([O:10][CH3:11])[CH:3]=1. The yield is 0.860. (9) The reactants are C(Cl)(=O)C(Cl)=O.CS(C)=O.[CH3:11][O:12][C:13](=[O:27])[C@@H:14]1[CH2:18][CH:17]([OH:19])[CH2:16][N:15]1[C:20]([O:22][C:23]([CH3:26])([CH3:25])[CH3:24])=[O:21].C(N(CC)CC)C. The catalyst is C(Cl)Cl. The product is [CH3:11][O:12][C:13](=[O:27])[C@@H:14]1[CH2:18][C:17](=[O:19])[CH2:16][N:15]1[C:20]([O:22][C:23]([CH3:25])([CH3:24])[CH3:26])=[O:21]. The yield is 0.890. (10) The reactants are [CH3:1][S:2]([C:5]1[CH:6]=[CH:7][C:8]2[O:13][CH2:12][C:11](=[O:14])[N:10]([CH2:15][CH2:16][N:17]3[CH2:22][CH2:21][CH:20]([NH:23]C(=O)OC(C)(C)C)[CH2:19][CH2:18]3)[C:9]=2[CH:31]=1)(=[O:4])=[O:3].NC1CCN(CCN2C3C(=CC=C(C#N)C=3)C=CC2=O)CC1. No catalyst specified. The product is [NH2:23][CH:20]1[CH2:21][CH2:22][N:17]([CH2:16][CH2:15][N:10]2[C:9]3[CH:31]=[C:5]([S:2]([CH3:1])(=[O:4])=[O:3])[CH:6]=[CH:7][C:8]=3[O:13][CH2:12][C:11]2=[O:14])[CH2:18][CH2:19]1. The yield is 1.00.